This data is from Forward reaction prediction with 1.9M reactions from USPTO patents (1976-2016). The task is: Predict the product of the given reaction. Given the reactants [N:1]1([C:7]2[CH:12]=[CH:11][C:10]([NH2:13])=[C:9]([N+:14]([O-:16])=[O:15])[CH:8]=2)[CH2:6][CH2:5][O:4][CH2:3][CH2:2]1.Cl[C:18]1[N:23]=[CH:22][N:21]=[C:20]([N:24]([CH3:48])[C:25]([N:27]([C:36]2[C:41]([Cl:42])=[C:40]([O:43][CH3:44])[CH:39]=[C:38]([O:45][CH3:46])[C:37]=2[Cl:47])[CH2:28][O:29][CH2:30][CH2:31][Si:32]([CH3:35])([CH3:34])[CH3:33])=[O:26])[CH:19]=1.CC1(C)C2C(=C(P(C3C=CC=CC=3)C3C=CC=CC=3)C=CC=2)OC2C(P(C3C=CC=CC=3)C3C=CC=CC=3)=CC=CC1=2.C([O-])([O-])=O.[Cs+].[Cs+], predict the reaction product. The product is: [Cl:42][C:41]1[C:40]([O:43][CH3:44])=[CH:39][C:38]([O:45][CH3:46])=[C:37]([Cl:47])[C:36]=1[N:27]([CH2:28][O:29][CH2:30][CH2:31][Si:32]([CH3:35])([CH3:33])[CH3:34])[C:25]([N:24]([CH3:48])[C:20]1[CH:19]=[C:18]([NH:13][C:10]2[CH:11]=[CH:12][C:7]([N:1]3[CH2:6][CH2:5][O:4][CH2:3][CH2:2]3)=[CH:8][C:9]=2[N+:14]([O-:16])=[O:15])[N:23]=[CH:22][N:21]=1)=[O:26].